From a dataset of Reaction yield outcomes from USPTO patents with 853,638 reactions. Predict the reaction yield, written as a fraction of the theoretical maximum amount of product (1.0 means a 100% yield; for example, 0.34 means a 34% yield). (1) The reactants are [S:1]1[CH:5]=[CH:4][N:3]2[C:6]3[CH:12]=[C:11]([CH:13]=[O:14])[CH:10]=[CH:9][C:7]=3[N:8]=[C:2]12.[Br-].[Mg+2].[Br-].[N+:18]([C:21]1[CH:39]=[CH:38][C:24]([CH2:25][O:26][C:27]([C:29]2[N:30]3[CH:33]([S:34][CH:35]=2)[CH:32]([Br:36])[C:31]3=[O:37])=[O:28])=[CH:23][CH:22]=1)([O-:20])=[O:19].[C:40](OC(=O)C)(=[O:42])[CH3:41]. The catalyst is C(OCC)(=O)C.C(N(CC)CC)C.C1COCC1.C(#N)C. The product is [C:40]([O:14][CH:13]([C:11]1[CH:10]=[CH:9][C:7]2[N:8]=[C:2]3[S:1][CH:5]=[CH:4][N:3]3[C:6]=2[CH:12]=1)[C:32]1([Br:36])[C:31](=[O:37])[N:30]2[C@@H:33]1[S:34][CH:35]=[C:29]2[C:27]([O:26][CH2:25][C:24]1[CH:38]=[CH:39][C:21]([N+:18]([O-:20])=[O:19])=[CH:22][CH:23]=1)=[O:28])(=[O:42])[CH3:41]. The yield is 0.500. (2) The reactants are [C:1]([O:5][C:6]([N:8]1[C@H:13]([C:14](O)=[O:15])[CH2:12][C@@H:11]2[C@H:9]1[CH2:10]2)=[O:7])([CH3:4])([CH3:3])[CH3:2]. The catalyst is C1COCC1. The product is [OH:15][CH2:14][C@@H:13]1[CH2:12][C@@H:11]2[C@@H:9]([CH2:10]2)[N:8]1[C:6]([O:5][C:1]([CH3:4])([CH3:3])[CH3:2])=[O:7]. The yield is 0.910. (3) The reactants are C[O:2][C:3]1[CH:4]=[C:5]([C:9]2[O:13][C:12]([NH:14][C:15]3[CH:20]=[CH:19][C:18]([N:21]4[CH2:26][CH2:25][N:24]([CH3:27])[CH2:23][CH2:22]4)=[CH:17][CH:16]=3)=[N:11][CH:10]=2)[CH:6]=[CH:7][CH:8]=1.C(OCC)C. The catalyst is CO.[Pd]. The product is [CH3:27][N:24]1[CH2:23][CH2:22][N:21]([C:18]2[CH:19]=[CH:20][C:15]([NH:14][C:12]3[O:13][C:9]([C:5]4[CH:4]=[C:3]([OH:2])[CH:8]=[CH:7][CH:6]=4)=[CH:10][N:11]=3)=[CH:16][CH:17]=2)[CH2:26][CH2:25]1. The yield is 0.960.